This data is from Catalyst prediction with 721,799 reactions and 888 catalyst types from USPTO. The task is: Predict which catalyst facilitates the given reaction. Reactant: [O:1]1[C:5]2([CH2:10][CH2:9][CH2:8][CH2:7][CH:6]2[CH2:11][OH:12])[O:4][CH2:3][CH2:2]1.[H-].[Na+].[CH2:15](Br)[C:16]1[CH:21]=[CH:20][CH:19]=[CH:18][CH:17]=1. Product: [CH2:15]([O:12][CH2:11][CH:6]1[CH2:7][CH2:8][CH2:9][CH2:10][C:5]21[O:4][CH2:3][CH2:2][O:1]2)[C:16]1[CH:21]=[CH:20][CH:19]=[CH:18][CH:17]=1. The catalyst class is: 56.